Dataset: Full USPTO retrosynthesis dataset with 1.9M reactions from patents (1976-2016). Task: Predict the reactants needed to synthesize the given product. (1) Given the product [C:18]([O:17][C:15]([NH:14][C@@H:4]([CH2:5][CH2:6][C:7]1[CH:12]=[CH:11][C:10]([Cl:13])=[CH:9][CH:8]=1)[C:3]([OH:22])=[O:2])=[O:16])([CH3:21])([CH3:19])[CH3:20], predict the reactants needed to synthesize it. The reactants are: C[O:2][C:3](=[O:22])[C@@H:4]([NH:14][C:15]([O:17][C:18]([CH3:21])([CH3:20])[CH3:19])=[O:16])[CH2:5][CH2:6][C:7]1[CH:12]=[CH:11][C:10]([Cl:13])=[CH:9][CH:8]=1.[OH-].[Na+]. (2) Given the product [NH2:29][C:27]1[N:26]=[CH:25][N:24]=[C:23]2[N:22]([CH:30]([CH3:32])[CH3:31])[N:21]=[C:20]([C:11]3[CH:10]=[C:9]([OH:8])[CH:14]=[C:13]([F:15])[CH:12]=3)[C:28]=12, predict the reactants needed to synthesize it. The reactants are: C([O:8][C:9]1[CH:10]=[C:11](B(O)O)[CH:12]=[C:13]([F:15])[CH:14]=1)C1C=CC=CC=1.I[C:20]1[C:28]2[C:23](=[N:24][CH:25]=[N:26][C:27]=2[NH2:29])[N:22]([CH:30]([CH3:32])[CH3:31])[N:21]=1.C([O-])([O-])=O.[Na+].[Na+]. (3) Given the product [F:1][C:2]1[CH:7]=[CH:6][CH:5]=[CH:4][C:3]=1[CH2:8][C:9]([NH:24][CH2:25][CH2:26][O:27][C:28]1[CH:29]=[CH:30][C:31]([CH:34]2[CH2:39][CH2:38][N:37]([C:40]([O:42][CH2:43][C:44]3[CH:49]=[CH:48][CH:47]=[CH:46][CH:45]=3)=[O:41])[CH2:36][CH:35]2[O:50][CH2:51][C:52]2[CH:53]=[CH:54][C:55]3[O:60][CH2:59][CH2:58][N:57]([CH2:61][CH2:62][CH2:63][O:64][CH3:65])[C:56]=3[CH:66]=2)=[CH:32][CH:33]=1)=[O:11], predict the reactants needed to synthesize it. The reactants are: [F:1][C:2]1[CH:7]=[CH:6][CH:5]=[CH:4][C:3]=1[CH2:8][C:9]([OH:11])=O.C(N1C=CN=C1)(N1C=CN=C1)=O.[NH2:24][CH2:25][CH2:26][O:27][C:28]1[CH:33]=[CH:32][C:31]([CH:34]2[CH2:39][CH2:38][N:37]([C:40]([O:42][CH2:43][C:44]3[CH:49]=[CH:48][CH:47]=[CH:46][CH:45]=3)=[O:41])[CH2:36][CH:35]2[O:50][CH2:51][C:52]2[CH:53]=[CH:54][C:55]3[O:60][CH2:59][CH2:58][N:57]([CH2:61][CH2:62][CH2:63][O:64][CH3:65])[C:56]=3[CH:66]=2)=[CH:30][CH:29]=1. (4) Given the product [F:15][C:16]1[CH:22]=[CH:21][C:19]([NH:20][CH2:13][CH2:12][N:9]2[C:7](=[O:8])[C:5]3[C:4](=[CH:3][CH:2]=[CH:1][CH:6]=3)[C:10]2=[O:11])=[CH:18][CH:17]=1, predict the reactants needed to synthesize it. The reactants are: [CH:1]1[CH:6]=[C:5]2[C:7]([N:9]([CH2:12][CH2:13]Br)[C:10](=[O:11])[C:4]2=[CH:3][CH:2]=1)=[O:8].[F:15][C:16]1[CH:22]=[CH:21][C:19]([NH2:20])=[CH:18][CH:17]=1.CN(C=O)C.C(=O)([O-])[O-].[Na+].[Na+].